This data is from CYP2D6 inhibition data for predicting drug metabolism from PubChem BioAssay. The task is: Regression/Classification. Given a drug SMILES string, predict its absorption, distribution, metabolism, or excretion properties. Task type varies by dataset: regression for continuous measurements (e.g., permeability, clearance, half-life) or binary classification for categorical outcomes (e.g., BBB penetration, CYP inhibition). Dataset: cyp2d6_veith. (1) The compound is Cc1cc(SCC(=O)c2cccs2)nc2c(C)cccc12. The result is 0 (non-inhibitor). (2) The molecule is CN(C(=O)Cc1ccc(Cl)c(Cl)c1)[C@@H]1CCCC[C@H]1N1CCCC1.O=C(O)[C@@H](O)[C@@H](O)C(=O)O. The result is 1 (inhibitor). (3) The compound is COC(=O)C(NNc1ccccc1)(NC(=O)c1ccccc1F)C(F)(F)F. The result is 0 (non-inhibitor). (4) The molecule is O=C(NCc1ccccn1)c1cccc([N+](=O)[O-])c1. The result is 0 (non-inhibitor).